This data is from CYP2C19 inhibition data for predicting drug metabolism from PubChem BioAssay. The task is: Regression/Classification. Given a drug SMILES string, predict its absorption, distribution, metabolism, or excretion properties. Task type varies by dataset: regression for continuous measurements (e.g., permeability, clearance, half-life) or binary classification for categorical outcomes (e.g., BBB penetration, CYP inhibition). Dataset: cyp2c19_veith. (1) The drug is COc1ccc(CNc2ccnc(-c3c(C)noc3C)n2)c(OC)c1. The result is 1 (inhibitor). (2) The compound is Cn1cccc1C(=O)N1CCC2(CC1)CN(c1ccncc1)C2. The result is 1 (inhibitor). (3) The molecule is O=S(c1ccccc1)c1ccc2nnnn2n1. The result is 0 (non-inhibitor).